Dataset: Forward reaction prediction with 1.9M reactions from USPTO patents (1976-2016). Task: Predict the product of the given reaction. (1) The product is: [CH3:1][O:2][C:3]1[C:4](=[O:20])[C:5]([C:9]2[N:13]([C:14]3[CH:19]=[CH:18][CH:17]=[CH:16][CH:15]=3)[N:12]=[CH:11][CH:10]=2)=[N:6][N:7]([C:22]2[CH:23]=[N:24][CH:25]=[N:26][CH:27]=2)[CH:8]=1. Given the reactants [CH3:1][O:2][C:3]1[C:4]([OH:20])=[C:5]([C:9]2[N:13]([C:14]3[CH:19]=[CH:18][CH:17]=[CH:16][CH:15]=3)[N:12]=[CH:11][CH:10]=2)[N:6]=[N:7][CH:8]=1.Br[C:22]1[CH:23]=[N:24][CH:25]=[N:26][CH:27]=1.C(=O)([O-])[O-].[K+].[K+].COC1C2C(=C3C(=CC=2)C(OC)=CC=N3)N=CC=1.C(=O)([O-])O.[Na+], predict the reaction product. (2) Given the reactants O.[NH2:2][NH2:3].[N:4]1[CH:9]=[CH:8][C:7]([N:10]2[CH2:15][CH2:14][C:13](=O)[CH2:12][CH2:11]2)=[CH:6][CH:5]=1, predict the reaction product. The product is: [N:4]1[CH:9]=[CH:8][C:7]([N:10]2[CH2:15][CH2:14][C:13](=[N:2][NH2:3])[CH2:12][CH2:11]2)=[CH:6][CH:5]=1. (3) Given the reactants Br[CH2:2][C:3]1[N:7]([CH2:8][CH3:9])[N:6]([C:10]2[CH:15]=[CH:14][CH:13]=[CH:12][CH:11]=2)[C:5](=[O:16])[C:4]=1[Cl:17].[C:18]1([CH3:30])[CH:23]=[CH:22][CH:21]=[CH:20][C:19]=1[N:24]1[CH2:29][CH2:28][NH:27][CH2:26][CH2:25]1, predict the reaction product. The product is: [Cl:17][C:4]1[C:5](=[O:16])[N:6]([C:10]2[CH:15]=[CH:14][CH:13]=[CH:12][CH:11]=2)[N:7]([CH2:8][CH3:9])[C:3]=1[CH2:2][N:27]1[CH2:28][CH2:29][N:24]([C:19]2[CH:20]=[CH:21][CH:22]=[CH:23][C:18]=2[CH3:30])[CH2:25][CH2:26]1. (4) Given the reactants [Cl:1][C:2]1[N:7]=[CH:6][C:5]([C:8]2[C:13]([C:14]3[CH:19]=[CH:18][N:17]=[CH:16][CH:15]=3)=[C:12]([C:20]3[CH:21]=[N:22][C:23]([Cl:26])=[CH:24][CH:25]=3)[N:11]=[C:10]3[NH:27][N:28]=[CH:29][C:9]=23)=[CH:4][CH:3]=1.I[CH3:31], predict the reaction product. The product is: [Cl:1][C:2]1[N:7]=[CH:6][C:5]([C:8]2[C:13]([C:14]3[CH:15]=[CH:16][N:17]=[CH:18][CH:19]=3)=[C:12]([C:20]3[CH:21]=[N:22][C:23]([Cl:26])=[CH:24][CH:25]=3)[N:11]=[C:10]3[N:27]([CH3:31])[N:28]=[CH:29][C:9]=23)=[CH:4][CH:3]=1. (5) Given the reactants [CH2:1]([O:8][C:9]1[CH:10]=[C:11]([C:16](/[CH:19]=[CH:20]/OCC)=[CH:17][N:18]=1)[C:12](OC)=[O:13])[C:2]1[CH:7]=[CH:6][CH:5]=[CH:4][CH:3]=1.CC1C=CC(S(O)(=O)=O)=CC=1.O.[NH3:36], predict the reaction product. The product is: [CH2:1]([O:8][C:9]1[CH:10]=[C:11]2[C:16]([CH:19]=[CH:20][N:36]=[C:12]2[OH:13])=[CH:17][N:18]=1)[C:2]1[CH:7]=[CH:6][CH:5]=[CH:4][CH:3]=1. (6) Given the reactants Cl.[Cl:2][C:3]1[CH:4]=[C:5]([NH:9][C:10]2[C:15]([NH:16][NH2:17])=[N:14][C:13]3=[N:18][O:19][N:20]=[C:12]3[N:11]=2)[CH:6]=[CH:7][CH:8]=1.[O:21]1[CH:25]=[CH:24][CH:23]=[C:22]1[CH:26]=O, predict the reaction product. The product is: [Cl:2][C:3]1[CH:4]=[C:5]([NH:9][C:10]2[C:15]([NH:16][N:17]=[CH:26][C:22]3[O:21][CH:25]=[CH:24][CH:23]=3)=[N:14][C:13]3=[N:18][O:19][N:20]=[C:12]3[N:11]=2)[CH:6]=[CH:7][CH:8]=1. (7) Given the reactants [Cl:1][C:2]1[N:7]=[C:6]([N:8]([CH3:28])[C:9]2[CH:27]=[CH:26][C:12]3[N:13]([CH3:25])[C:14]([NH:16][CH2:17][CH2:18][C:19]4[CH:24]=[CH:23][CH:22]=[CH:21][CH:20]=4)=[N:15][C:11]=3[CH:10]=2)[CH:5]=[CH:4][N:3]=1.[NH2:29][C:30]1[CH:35]=[CH:34][C:33]([CH2:36][S:37]([NH2:40])(=[O:39])=[O:38])=[CH:32][CH:31]=1, predict the reaction product. The product is: [ClH:1].[CH3:28][N:8]([C:9]1[CH:27]=[CH:26][C:12]2[N:13]([CH3:25])[C:14]([NH:16][CH2:17][CH2:18][C:19]3[CH:24]=[CH:23][CH:22]=[CH:21][CH:20]=3)=[N:15][C:11]=2[CH:10]=1)[C:6]1[CH:5]=[CH:4][N:3]=[C:2]([NH:29][C:30]2[CH:35]=[CH:34][C:33]([CH2:36][S:37]([NH2:40])(=[O:38])=[O:39])=[CH:32][CH:31]=2)[N:7]=1. (8) Given the reactants [Cl:1][C:2]1[C:3]([C:9]2[CH:14]=[CH:13][C:12]([F:15])=[CH:11][CH:10]=2)=[N:4][NH:5][C:6]=1[S:7][CH3:8].C([O-])([O-])=O.[K+].[K+].Cl[CH2:23][C:24]([N:26]1[CH2:31][CH2:30][N:29]([C:32]2[CH:37]=[CH:36][C:35]([F:38])=[CH:34][CH:33]=2)[CH2:28][CH2:27]1)=[O:25].CN(C=O)C, predict the reaction product. The product is: [Cl:1][C:2]1[C:6]([S:7][CH3:8])=[N:5][N:4]([CH2:23][C:24]([N:26]2[CH2:27][CH2:28][N:29]([C:32]3[CH:37]=[CH:36][C:35]([F:38])=[CH:34][CH:33]=3)[CH2:30][CH2:31]2)=[O:25])[C:3]=1[C:9]1[CH:14]=[CH:13][C:12]([F:15])=[CH:11][CH:10]=1. (9) The product is: [F:19][C:20]([F:30])([F:31])[O:21][C:22]1[CH:29]=[CH:28][C:25]([CH:26]=[C:9]([CH2:15][CH3:16])[C:10]([O:12][CH2:13][CH3:14])=[O:11])=[CH:24][CH:23]=1. Given the reactants C(OP([CH:9]([CH2:15][CH3:16])[C:10]([O:12][CH2:13][CH3:14])=[O:11])(OCC)=O)C.[H-].[Na+].[F:19][C:20]([F:31])([F:30])[O:21][C:22]1[CH:29]=[CH:28][C:25]([CH:26]=O)=[CH:24][CH:23]=1.O, predict the reaction product.